Task: Regression. Given two drug SMILES strings and cell line genomic features, predict the synergy score measuring deviation from expected non-interaction effect.. Dataset: NCI-60 drug combinations with 297,098 pairs across 59 cell lines (1) Drug 2: CC1=C(C=C(C=C1)C(=O)NC2=CC(=CC(=C2)C(F)(F)F)N3C=C(N=C3)C)NC4=NC=CC(=N4)C5=CN=CC=C5. Drug 1: C1=NC2=C(N1)C(=S)N=CN2. Synergy scores: CSS=2.82, Synergy_ZIP=2.81, Synergy_Bliss=-3.72, Synergy_Loewe=-7.16, Synergy_HSA=-6.59. Cell line: BT-549. (2) Drug 1: CC1CCC2CC(C(=CC=CC=CC(CC(C(=O)C(C(C(=CC(C(=O)CC(OC(=O)C3CCCCN3C(=O)C(=O)C1(O2)O)C(C)CC4CCC(C(C4)OC)OCCO)C)C)O)OC)C)C)C)OC. Drug 2: B(C(CC(C)C)NC(=O)C(CC1=CC=CC=C1)NC(=O)C2=NC=CN=C2)(O)O. Cell line: HT29. Synergy scores: CSS=33.1, Synergy_ZIP=-2.80, Synergy_Bliss=2.65, Synergy_Loewe=-10.9, Synergy_HSA=-0.808. (3) Drug 1: CCC(=C(C1=CC=CC=C1)C2=CC=C(C=C2)OCCN(C)C)C3=CC=CC=C3.C(C(=O)O)C(CC(=O)O)(C(=O)O)O. Drug 2: CS(=O)(=O)OCCCCOS(=O)(=O)C. Cell line: SK-OV-3. Synergy scores: CSS=0.721, Synergy_ZIP=0.883, Synergy_Bliss=1.69, Synergy_Loewe=0.786, Synergy_HSA=-0.271. (4) Drug 1: CC12CCC(CC1=CCC3C2CCC4(C3CC=C4C5=CN=CC=C5)C)O. Drug 2: C1CN1P(=S)(N2CC2)N3CC3. Cell line: OVCAR-8. Synergy scores: CSS=28.8, Synergy_ZIP=-1.68, Synergy_Bliss=4.17, Synergy_Loewe=2.60, Synergy_HSA=4.60.